Dataset: Full USPTO retrosynthesis dataset with 1.9M reactions from patents (1976-2016). Task: Predict the reactants needed to synthesize the given product. (1) Given the product [CH3:1][C@H:2]1[C@@H:7]([N:8]2[C:12]3=[C:13]4[CH:19]=[CH:18][NH:17][C:14]4=[N:15][CH:16]=[C:11]3[NH:10][C:9]2=[O:20])[CH2:6][CH2:5][N:4]([C:22]2[CH:29]=[CH:28][C:25]([C:26]#[N:27])=[CH:24][N:23]=2)[CH2:3]1, predict the reactants needed to synthesize it. The reactants are: [CH3:1][C@H:2]1[C@@H:7]([N:8]2[C:12]3=[C:13]4[CH:19]=[CH:18][NH:17][C:14]4=[N:15][CH:16]=[C:11]3[NH:10][C:9]2=[O:20])[CH2:6][CH2:5][NH:4][CH2:3]1.Cl[C:22]1[CH:29]=[CH:28][C:25]([C:26]#[N:27])=[CH:24][N:23]=1.C(N(CC)CC)C. (2) The reactants are: [C:1]([CH:3]([CH:11]([C:22]1[CH:27]=[CH:26][CH:25]=[CH:24][C:23]=1[O:28][CH3:29])[C:12]1[C:21]2[C:16](=[CH:17][CH:18]=[CH:19][CH:20]=2)[N:15]=[CH:14][CH:13]=1)[C:4]([O:6][C:7]([CH3:10])([CH3:9])[CH3:8])=[O:5])#[N:2].[H-].[Na+].Cl.[N:33]1[CH:38]=[CH:37][CH:36]=[C:35]([CH2:39]Cl)[CH:34]=1.O. Given the product [C:1]([C:3]([CH2:39][C:35]1[CH:34]=[N:33][CH:38]=[CH:37][CH:36]=1)([CH:11]([C:22]1[CH:27]=[CH:26][CH:25]=[CH:24][C:23]=1[O:28][CH3:29])[C:12]1[C:21]2[C:16](=[CH:17][CH:18]=[CH:19][CH:20]=2)[N:15]=[CH:14][CH:13]=1)[C:4]([O:6][C:7]([CH3:8])([CH3:10])[CH3:9])=[O:5])#[N:2], predict the reactants needed to synthesize it.